This data is from Forward reaction prediction with 1.9M reactions from USPTO patents (1976-2016). The task is: Predict the product of the given reaction. The product is: [NH2:1][C:4]1[CH:5]=[C:6]([C:10]2[C:14]3[N:15]=[C:16]([NH:20][C:21]4[CH:26]=[C:25]([O:27][CH3:28])[C:24]([O:29][CH3:30])=[C:23]([O:31][CH3:32])[CH:22]=4)[N:17]=[C:18]([NH2:19])[C:13]=3[S:12][CH:11]=2)[CH:7]=[CH:8][CH:9]=1. Given the reactants [N+:1]([C:4]1[CH:5]=[C:6]([C:10]2[C:14]3[N:15]=[C:16]([NH:20][C:21]4[CH:26]=[C:25]([O:27][CH3:28])[C:24]([O:29][CH3:30])=[C:23]([O:31][CH3:32])[CH:22]=4)[N:17]=[C:18]([NH2:19])[C:13]=3[S:12][CH:11]=2)[CH:7]=[CH:8][CH:9]=1)([O-])=O.O.O.[Sn](Cl)Cl, predict the reaction product.